From a dataset of Reaction yield outcomes from USPTO patents with 853,638 reactions. Predict the reaction yield, written as a fraction of the theoretical maximum amount of product (1.0 means a 100% yield; for example, 0.34 means a 34% yield). (1) The reactants are [Cl:1][C:2]1[CH:10]=[CH:9][C:8]([C:11]2[CH:16]=[CH:15][CH:14]=[CH:13][N:12]=2)=[CH:7][C:3]=1[C:4](O)=[O:5].ClC(OC(C)C)=O.CC[N:26](C(C)C)C(C)C.N. The catalyst is C1COCC1. The product is [Cl:1][C:2]1[CH:10]=[CH:9][C:8]([C:11]2[CH:16]=[CH:15][CH:14]=[CH:13][N:12]=2)=[CH:7][C:3]=1[C:4]([NH2:26])=[O:5]. The yield is 0.640. (2) The reactants are Cl[C:2]1[N:3]=[C:4]([OH:18])[C:5]2[CH:11]=[CH:10][N:9]=[C:8]([C:12]3[N:13]=[CH:14][N:15]([CH3:17])[CH:16]=3)[C:6]=2[N:7]=1.[CH3:19][OH:20]. No catalyst specified. The product is [CH3:19][O:20][C:2]1[N:3]=[C:4]([OH:18])[C:5]2[CH:11]=[CH:10][N:9]=[C:8]([C:12]3[N:13]=[CH:14][N:15]([CH3:17])[CH:16]=3)[C:6]=2[N:7]=1. The yield is 0.570. (3) The product is [F:18][C:5]1[CH:6]=[C:7]([B:9]2[O:13][C:12]([CH3:14])([CH3:15])[C:11]([CH3:17])([CH3:16])[O:10]2)[CH:8]=[C:2]([F:1])[C:3]=1[NH:4][C:31]([NH:30][C:21]1[CH:22]=[C:23]([C:26]([F:27])([F:29])[F:28])[CH:24]=[CH:25][C:20]=1[F:19])=[O:32]. The catalyst is C1COCC1. The yield is 0.710. The reactants are [F:1][C:2]1[CH:8]=[C:7]([B:9]2[O:13][C:12]([CH3:15])([CH3:14])[C:11]([CH3:17])([CH3:16])[O:10]2)[CH:6]=[C:5]([F:18])[C:3]=1[NH2:4].[F:19][C:20]1[CH:25]=[CH:24][C:23]([C:26]([F:29])([F:28])[F:27])=[CH:22][C:21]=1[N:30]=[C:31]=[O:32]. (4) The reactants are [OH:1][C:2]1[C:15]2[C:14](=[O:16])[C:13]3[C:8](=[CH:9][CH:10]=[CH:11][CH:12]=3)[C:7](=[O:17])[C:6]=2[CH:5]=[CH:4][C:3]=1O.[C:19]([O-:22])([O-])=O.[K+].[K+].Br[CH2:26][CH2:27][CH2:28][CH2:29][CH2:30][CH2:31][CH2:32][CH2:33][CH2:34][CH2:35][CH2:36][CH2:37][CH2:38][CH2:39][CH2:40][CH2:41][CH2:42][CH3:43]. The catalyst is CN(C)C(=O)C. The product is [CH2:26]([O:1][C:2]1[C:15]2[C:14](=[O:16])[C:13]3[C:8](=[CH:9][CH:10]=[CH:11][CH:12]=3)[C:7](=[O:17])[C:6]=2[CH:5]=[CH:4][C:3]=1[O:22][CH2:19][CH2:42][CH2:41][CH2:40][CH2:39][CH2:38][CH2:37][CH2:36][CH2:35][CH2:34][CH2:33][CH2:32][CH2:31][CH2:30][CH2:29][CH2:28][CH2:27][CH3:26])[CH2:27][CH2:28][CH2:29][CH2:30][CH2:31][CH2:32][CH2:33][CH2:34][CH2:35][CH2:36][CH2:37][CH2:38][CH2:39][CH2:40][CH2:41][CH2:42][CH3:43]. The yield is 0.930.